Dataset: Full USPTO retrosynthesis dataset with 1.9M reactions from patents (1976-2016). Task: Predict the reactants needed to synthesize the given product. Given the product [CH:11]([C:14]1[CH:15]=[CH:16][CH:17]=[C:18]2[C:23]=1[N:22]=[C:21]([CH:24]=[O:25])[CH:20]=[C:19]2[CH3:26])([CH3:13])[CH3:12], predict the reactants needed to synthesize it. The reactants are: CS(C)=O.C(Cl)(=O)C(Cl)=O.[CH:11]([C:14]1[CH:15]=[CH:16][CH:17]=[C:18]2[C:23]=1[N:22]=[C:21]([CH2:24][OH:25])[CH:20]=[C:19]2[CH3:26])([CH3:13])[CH3:12].C(N(CC)CC)C.